From a dataset of Reaction yield outcomes from USPTO patents with 853,638 reactions. Predict the reaction yield, written as a fraction of the theoretical maximum amount of product (1.0 means a 100% yield; for example, 0.34 means a 34% yield). The reactants are O[CH2:2][CH2:3][O:4]/[N:5]=[C:6](/[C:8]1[CH:9]=[CH:10][C:11]2[N:12]([C:14]([CH2:17][C:18]3[C:19]([F:29])=[C:20]4[C:25](=[CH:26][C:27]=3[F:28])[N:24]=[CH:23][CH:22]=[CH:21]4)=[N:15][N:16]=2)[N:13]=1)\[CH3:7].COCCN(S(F)(F)[F:40])CCOC.C([O-])(O)=O.[Na+]. The catalyst is C(Cl)Cl.C1(C)C=CC=CC=1. The product is [F:40][CH2:2][CH2:3][O:4]/[N:5]=[C:6](/[C:8]1[CH:9]=[CH:10][C:11]2[N:12]([C:14]([CH2:17][C:18]3[C:19]([F:29])=[C:20]4[C:25](=[CH:26][C:27]=3[F:28])[N:24]=[CH:23][CH:22]=[CH:21]4)=[N:15][N:16]=2)[N:13]=1)\[CH3:7]. The yield is 0.340.